Dataset: Forward reaction prediction with 1.9M reactions from USPTO patents (1976-2016). Task: Predict the product of the given reaction. (1) The product is: [OH:82][C@H:20]([C:12]1[CH:11]=[CH:10][C:9]([OH:8])=[C:18]2[C:13]=1[CH:14]=[CH:15][C:16](=[O:19])[NH:17]2)[CH2:21][NH:22][CH2:30][CH2:31][CH2:32][CH2:33][CH2:34][CH2:35][O:36][CH2:37][CH2:38][CH2:39][CH2:40][C:41]1[CH:46]=[CH:45][C:44]([NH:47][C:48]([C:49]2[CH:50]=[C:51]([S:55]([C:58]3[CH:59]=[C:60]4[C:65](=[C:66]([CH3:68])[CH:67]=3)[N:64]=[CH:63][C:62]([C:69]([NH2:70])=[O:71])=[C:61]4[NH:72][C:73]3[CH:78]=[CH:77][CH:76]=[C:75]([O:79][CH3:80])[CH:74]=3)(=[O:56])=[O:57])[CH:52]=[CH:53][CH:54]=2)=[O:81])=[CH:43][CH:42]=1. Given the reactants C(OC([O:8][C:9]1[CH:10]=[CH:11][C:12]([C@@H:20]([O:82][Si](C(C)(C)C)(C)C)[CH2:21][N:22]([CH2:30][CH2:31][CH2:32][CH2:33][CH2:34][CH2:35][O:36][CH2:37][CH2:38][CH2:39][CH2:40][C:41]2[CH:46]=[CH:45][C:44]([NH:47][C:48](=[O:81])[C:49]3[CH:54]=[CH:53][CH:52]=[C:51]([S:55]([C:58]4[CH:59]=[C:60]5[C:65](=[C:66]([CH3:68])[CH:67]=4)[N:64]=[CH:63][C:62]([C:69](=[O:71])[NH2:70])=[C:61]5[NH:72][C:73]4[CH:78]=[CH:77][CH:76]=[C:75]([O:79][CH3:80])[CH:74]=4)(=[O:57])=[O:56])[CH:50]=3)=[CH:43][CH:42]=2)C(=O)OC(C)(C)C)=[C:13]2[C:18]=1[NH:17][C:16](=[O:19])[CH:15]=[CH:14]2)=O)(C)(C)C.FC(F)(F)C(O)=O, predict the reaction product. (2) The product is: [C:5]([O:4][C:1]1[C:16]([CH3:17])=[C:12]([CH:11]=[CH:10][CH:2]=1)[C:13]([OH:15])=[O:14])(=[O:7])[CH3:6]. Given the reactants [C:1]([O:4][C:5](=[O:7])[CH3:6])(=O)[CH3:2].Cl.O[C:10]1[C:11](C)=[C:12]([CH:16]=[CH:17]C=1)[C:13]([OH:15])=[O:14], predict the reaction product. (3) Given the reactants Br[C:2]1[C:11]2[C:6](=[CH:7][C:8]([Br:12])=[CH:9][CH:10]=2)[CH:5]=[C:4]([NH2:13])[N:3]=1.C([SnH](CCCC)CCCC)CCC, predict the reaction product. The product is: [Br:12][C:8]1[CH:7]=[C:6]2[C:11](=[CH:10][CH:9]=1)[CH:2]=[N:3][C:4]([NH2:13])=[CH:5]2. (4) Given the reactants [C:1]([O:5][C:6]([NH:8][C:9]([CH3:29])([CH3:28])[CH2:10][C:11]1[C:19]2[C:14](=[C:15](OS(C(F)(F)F)(=O)=O)[CH:16]=[CH:17][CH:18]=2)[NH:13][CH:12]=1)=[O:7])([CH3:4])([CH3:3])[CH3:2].C(=O)([O-])[O-].[Na+].[Na+].[F:36][C:37]([F:48])([F:47])[C:38]1[CH:43]=[CH:42][C:41](B(O)O)=[CH:40][CH:39]=1, predict the reaction product. The product is: [C:1]([O:5][C:6](=[O:7])[NH:8][C:9]([CH3:29])([CH3:28])[CH2:10][C:11]1[C:19]2[C:14](=[C:15]([C:41]3[CH:42]=[CH:43][C:38]([C:37]([F:48])([F:47])[F:36])=[CH:39][CH:40]=3)[CH:16]=[CH:17][CH:18]=2)[NH:13][CH:12]=1)([CH3:2])([CH3:3])[CH3:4]. (5) Given the reactants [Cl:1][C:2]1[CH:7]=[C:6]([Cl:8])[CH:5]=[CH:4][C:3]=1[C:9]1[N:10]=[C:11](/[C:16](/[F:31])=[CH:17]\[C:18]2[CH:23]=[CH:22][C:21]([C:24]3[CH:29]=[CH:28][C:27]([OH:30])=[CH:26][CH:25]=3)=[CH:20][CH:19]=2)[N:12]([CH2:14][CH3:15])[CH:13]=1.Br[CH2:33][CH2:34][CH2:35][C:36]([O:38]C)=[O:37], predict the reaction product. The product is: [Cl:1][C:2]1[CH:7]=[C:6]([Cl:8])[CH:5]=[CH:4][C:3]=1[C:9]1[N:10]=[C:11](/[C:16](/[F:31])=[CH:17]\[C:18]2[CH:23]=[CH:22][C:21]([C:24]3[CH:25]=[CH:26][C:27]([O:30][CH2:33][CH2:34][CH2:35][C:36]([OH:38])=[O:37])=[CH:28][CH:29]=3)=[CH:20][CH:19]=2)[N:12]([CH2:14][CH3:15])[CH:13]=1.